From a dataset of Tox21: 12 toxicity assays (nuclear receptors and stress response pathways). Binary classification across 12 toxicity assays. (1) The compound is O=C(OC1CCCCC1)c1ccccc1C(=O)OC1CCCCC1. It tested positive (active) for: SR-MMP (Mitochondrial Membrane Potential disruption). (2) The drug is C=C[C@@]1(C)CC(=O)[C@@]2(O)[C@](C)(O1)[C@@H](OC(C)=O)[C@@H](O)[C@H]1C(C)(C)CC[C@H](O)[C@@]12C. It tested positive (active) for: NR-Aromatase (Aromatase enzyme inhibition), and SR-ATAD5 (ATAD5 genotoxicity (DNA damage)). (3) It tested positive (active) for: NR-AhR (Aryl hydrocarbon Receptor agonist activity), and SR-ARE (Antioxidant Response Element (oxidative stress)). The drug is COc1ccnc(CS(=O)c2nc3cc(OC(F)F)ccc3[nH]2)c1OC. (4) The drug is Cc1ccc(N=C=O)cc1N=C=O. It tested positive (active) for: NR-AhR (Aryl hydrocarbon Receptor agonist activity), NR-ER (Estrogen Receptor agonist activity), NR-ER-LBD (Estrogen Receptor Ligand Binding Domain agonist), SR-ARE (Antioxidant Response Element (oxidative stress)), and SR-MMP (Mitochondrial Membrane Potential disruption).